The task is: Predict which catalyst facilitates the given reaction.. This data is from Catalyst prediction with 721,799 reactions and 888 catalyst types from USPTO. (1) Reactant: [Cl:1][C:2]1[C:6]([Cl:7])=[C:5]([CH3:8])[NH:4][C:3]=1[C:9]([NH:11][CH:12]1[CH2:17][CH2:16][N:15]([C:18]2[CH:19]=[C:20]([CH:25]=[C:26]([S:28]([CH3:30])=[O:29])[N:27]=2)[C:21](OC)=[O:22])[CH2:14][CH2:13]1)=[O:10].[OH-].[Li+].Cl.Cl.[CH3:35][O:36][NH2:37]. Product: [Cl:1][C:2]1[C:6]([Cl:7])=[C:5]([CH3:8])[NH:4][C:3]=1[C:9]([NH:11][CH:12]1[CH2:13][CH2:14][N:15]([C:18]2[CH:19]=[C:20]([CH:25]=[C:26]([S:28]([CH3:30])=[O:29])[N:27]=2)[C:21]([NH:37][O:36][CH3:35])=[O:22])[CH2:16][CH2:17]1)=[O:10]. The catalyst class is: 1. (2) Reactant: [CH2:1]([N:5]([CH2:34][CH2:35][CH2:36][CH3:37])[C:6]1[N:11]=[C:10]([C:12]2[CH:21]=[CH:20][C:15]([C:16]([O:18]C)=[O:17])=[CH:14][C:13]=2[C:22]([N:24]2[CH2:33][CH2:32][C:31]3[C:26](=[CH:27][CH:28]=[CH:29][CH:30]=3)[CH2:25]2)=[O:23])[CH:9]=[CH:8][CH:7]=1)[CH2:2][CH2:3][CH3:4].[OH-].[Na+].Cl. Product: [CH2:1]([N:5]([CH2:34][CH2:35][CH2:36][CH3:37])[C:6]1[N:11]=[C:10]([C:12]2[CH:21]=[CH:20][C:15]([C:16]([OH:18])=[O:17])=[CH:14][C:13]=2[C:22]([N:24]2[CH2:33][CH2:32][C:31]3[C:26](=[CH:27][CH:28]=[CH:29][CH:30]=3)[CH2:25]2)=[O:23])[CH:9]=[CH:8][CH:7]=1)[CH2:2][CH2:3][CH3:4]. The catalyst class is: 36. (3) Reactant: [Br:1][C:2]1[C:3]2[N:4]([C:9]([N:14]([CH2:22][CH2:23][CH3:24])C(=O)OC(C)(C)C)=[C:10]([S:12][CH3:13])[N:11]=2)[CH:5]=[C:6]([CH3:8])[CH:7]=1.Cl.C(OCC)(=O)C.[OH-].[Na+]. Product: [Br:1][C:2]1[C:3]2[N:4]([C:9]([NH:14][CH2:22][CH2:23][CH3:24])=[C:10]([S:12][CH3:13])[N:11]=2)[CH:5]=[C:6]([CH3:8])[CH:7]=1. The catalyst class is: 13. (4) Reactant: [C:1]1([C:7]([C:27]2[CH:32]=[CH:31][CH:30]=[CH:29][CH:28]=2)([C:21]2[CH:26]=[CH:25][CH:24]=[CH:23][CH:22]=2)[S:8][CH2:9][CH2:10][C:11](ON2C(=O)CCC2=O)=[O:12])[CH:6]=[CH:5][CH:4]=[CH:3][CH:2]=1.[NH2:33][CH2:34][CH2:35][O:36][CH2:37][CH2:38][O:39][CH2:40][CH2:41][O:42][CH2:43][CH2:44][OH:45].[OH-].[NH4+]. Product: [OH:45][CH2:44][CH2:43][O:42][CH2:41][CH2:40][O:39][CH2:38][CH2:37][O:36][CH2:35][CH2:34][NH:33][C:11](=[O:12])[CH2:10][CH2:9][S:8][C:7]([C:21]1[CH:26]=[CH:25][CH:24]=[CH:23][CH:22]=1)([C:1]1[CH:2]=[CH:3][CH:4]=[CH:5][CH:6]=1)[C:27]1[CH:32]=[CH:31][CH:30]=[CH:29][CH:28]=1. The catalyst class is: 4.